This data is from Forward reaction prediction with 1.9M reactions from USPTO patents (1976-2016). The task is: Predict the product of the given reaction. (1) Given the reactants O[CH2:2][CH2:3][NH:4]C(=O)OC(C)(C)C.[F:12][C:13]1[CH:18]=[CH:17][CH:16]=[CH:15][C:14]=1[OH:19].[I:20][C:21]1[N:22]=[N:23][C:24](I)=[CH:25][CH:26]=1, predict the reaction product. The product is: [F:12][C:13]1[CH:18]=[CH:17][CH:16]=[CH:15][C:14]=1[O:19][CH2:2][CH2:3][NH:4][C:24]1[N:23]=[N:22][C:21]([I:20])=[CH:26][CH:25]=1. (2) Given the reactants [Cl:1][C:2]1[CH:7]=[CH:6][C:5]([C:8]2[N:12]([CH:13]([CH:23]3[CH2:28][CH2:27][CH2:26][CH2:25][CH2:24]3)[CH2:14][O:15]CC3CCCCC3)[C:11]3[CH:29]=[C:30]([F:34])[C:31]([F:33])=[CH:32][C:10]=3[N:9]=2)=[CH:4][CH:3]=1.CC(OI1(OC(C)=O)(OC(C)=O)OC(=O)C2C1=CC=CC=2)=O.O, predict the reaction product. The product is: [Cl:1][C:2]1[CH:7]=[CH:6][C:5]([C:8]2[N:12]([CH:13]([CH:23]3[CH2:24][CH2:25][CH2:26][CH2:27][CH2:28]3)[CH:14]=[O:15])[C:11]3[CH:29]=[C:30]([F:34])[C:31]([F:33])=[CH:32][C:10]=3[N:9]=2)=[CH:4][CH:3]=1. (3) Given the reactants [C:1]([C:4]1[CH:5]=[C:6]([N:10](S(C2C=CC=CC=2[N+]([O-])=O)(=O)=O)[CH2:11][CH2:12][C@@H:13]2[CH2:18][N:17]([C:19]([O:21][CH2:22][C:23]3[CH:28]=[CH:27][CH:26]=[CH:25][CH:24]=3)=[O:20])[CH2:16][CH2:15][N:14]2[C:29]([O:31][C:32]([CH3:35])([CH3:34])[CH3:33])=[O:30])[CH:7]=[CH:8][CH:9]=1)(=[O:3])[CH3:2].SCC(O)=O.O.[OH-].[Li+].C(=O)([O-])O.[Na+], predict the reaction product. The product is: [C:1]([C:4]1[CH:5]=[C:6]([NH:10][CH2:11][CH2:12][C@@H:13]2[CH2:18][N:17]([C:19]([O:21][CH2:22][C:23]3[CH:28]=[CH:27][CH:26]=[CH:25][CH:24]=3)=[O:20])[CH2:16][CH2:15][N:14]2[C:29]([O:31][C:32]([CH3:35])([CH3:34])[CH3:33])=[O:30])[CH:7]=[CH:8][CH:9]=1)(=[O:3])[CH3:2]. (4) The product is: [CH3:19][C:7]1[O:6][C:5]([C:3]([OH:2])=[O:4])=[CH:9][C:8]=1[CH2:10][O:11][C:12]1[CH:17]=[CH:16][C:15]([C:23]2[CH:24]=[CH:25][CH:26]=[CH:27][C:22]=2[S:21][CH3:20])=[CH:14][CH:13]=1. Given the reactants C[O:2][C:3]([C:5]1[O:6][C:7]([CH3:19])=[C:8]([CH2:10][O:11][C:12]2[CH:17]=[CH:16][C:15](I)=[CH:14][CH:13]=2)[CH:9]=1)=[O:4].[CH3:20][S:21][C:22]1[CH:27]=[CH:26][CH:25]=[CH:24][C:23]=1B(O)O, predict the reaction product. (5) Given the reactants [CH3:1][C:2]1[CH:7]=[CH:6][C:5]([C:8]2[CH:13]=[C:12]([C:14](=[O:24])[NH:15][CH2:16][C:17]3[CH:18]=[N:19][C:20]([CH3:23])=[CH:21][CH:22]=3)[CH:11]=[C:10]([C:25]([OH:27])=O)[CH:9]=2)=[CH:4][CH:3]=1.Cl.CN(C)CCCN=C=NCC.O.ON1C2C=CC=CC=2N=N1.[OH:51][C@H:52]1[CH2:56][CH2:55][NH:54][CH2:53]1.C(N(CC)C(C)C)(C)C, predict the reaction product. The product is: [OH:51][C@H:52]1[CH2:56][CH2:55][N:54]([C:25]([C:10]2[CH:11]=[C:12]([C:14]([NH:15][CH2:16][C:17]3[CH:18]=[N:19][C:20]([CH3:23])=[CH:21][CH:22]=3)=[O:24])[CH:13]=[C:8]([C:5]3[CH:6]=[CH:7][C:2]([CH3:1])=[CH:3][CH:4]=3)[CH:9]=2)=[O:27])[CH2:53]1.